From a dataset of Full USPTO retrosynthesis dataset with 1.9M reactions from patents (1976-2016). Predict the reactants needed to synthesize the given product. (1) Given the product [Br:19][CH2:18][C:15]1[CH:14]=[CH:13][C:12]([C:7]2([C:1]3[CH:6]=[CH:5][CH:4]=[CH:3][CH:2]=3)[O:8][CH2:9][CH2:10][O:11]2)=[CH:17][CH:16]=1, predict the reactants needed to synthesize it. The reactants are: [C:1]1([C:7]2([C:12]3[CH:17]=[CH:16][C:15]([CH3:18])=[CH:14][CH:13]=3)[O:11][CH2:10][CH2:9][O:8]2)[CH:6]=[CH:5][CH:4]=[CH:3][CH:2]=1.[Br:19]N1C(=O)CCC1=O. (2) Given the product [CH:26]1[C:27]2[C:22](=[N:21][C:20]3[C:15]([C:14]=2[C:12]([NH2:11])=[O:13])=[CH:16][CH:17]=[CH:18][CH:19]=3)[CH:23]=[CH:24][CH:25]=1, predict the reactants needed to synthesize it. The reactants are: OCC(NC(C[NH:11][C:12]([C:14]1[C:15]2[C:20]([N:21]=[C:22]3[C:27]=1[CH:26]=[CH:25][CH:24]=[CH:23]3)=[CH:19][CH:18]=[CH:17][CH:16]=2)=[O:13])=O)C(O)C.COC1(OC)C=CC(C(Cl)(C2C=CC=CC=2)C2C=CC=CC=2)=CC1.CO. (3) Given the product [Cl:2][C:3]1[CH:4]=[CH:5][C:6]([C:9]2([C:13](=[N:17][C:40]#[N:39])[O:14][CH2:15][CH3:16])[CH2:10][CH2:11][CH2:12]2)=[CH:7][CH:8]=1, predict the reactants needed to synthesize it. The reactants are: Cl.[Cl:2][C:3]1[CH:8]=[CH:7][C:6]([C:9]2([C:13](=[NH:17])[O:14][CH2:15][CH3:16])[CH2:12][CH2:11][CH2:10]2)=[CH:5][CH:4]=1.O.OP([O-])(O)=O.[Na+].O.O.O.O.O.O.O.OP([O-])([O-])=O.[Na+].[Na+].[N:39]#[C:40]N. (4) Given the product [CH2:1]([O:3][C:4]([C:6]1([C:9]2[CH:10]=[CH:11][C:12]([C:15]3[CH:20]=[CH:19][C:18]([C:21]4[CH:22]=[N:23][N:24]([CH3:27])[C:25]=4[NH:26][CH2:39][C:36]4[S:35][C:34]([C:28]5[CH:29]=[CH:30][CH:31]=[CH:32][CH:33]=5)=[N:38][CH:37]=4)=[CH:17][CH:16]=3)=[CH:13][CH:14]=2)[CH2:8][CH2:7]1)=[O:5])[CH3:2], predict the reactants needed to synthesize it. The reactants are: [CH2:1]([O:3][C:4]([C:6]1([C:9]2[CH:14]=[CH:13][C:12]([C:15]3[CH:20]=[CH:19][C:18]([C:21]4[CH:22]=[N:23][N:24]([CH3:27])[C:25]=4[NH2:26])=[CH:17][CH:16]=3)=[CH:11][CH:10]=2)[CH2:8][CH2:7]1)=[O:5])[CH3:2].[C:28]1([C:34]2[S:35][C:36]([CH:39]=O)=[CH:37][N:38]=2)[CH:33]=[CH:32][CH:31]=[CH:30][CH:29]=1. (5) Given the product [Cl:1][CH2:2][CH2:3][CH2:4][CH:5]([C:7]1[CH:12]=[CH:11][CH:10]=[CH:9][CH:8]=1)[OH:6], predict the reactants needed to synthesize it. The reactants are: [Cl:1][CH2:2][CH2:3][CH2:4][C:5]([C:7]1[CH:12]=[CH:11][CH:10]=[CH:9][CH:8]=1)=[O:6].[BH4-].[Na+].Cl. (6) Given the product [CH2:1]([O:8][N:9]([C:10]1[C:11]([C:12]#[N:13])=[CH:14][CH:15]=[CH:16][N:17]=1)[C:19](=[O:26])[CH2:20][C:21]([O:23][CH2:24][CH3:25])=[O:22])[C:2]1[CH:3]=[CH:4][CH:5]=[CH:6][CH:7]=1, predict the reactants needed to synthesize it. The reactants are: [CH2:1]([O:8][NH:9][C:10]1[N:17]=[CH:16][CH:15]=[CH:14][C:11]=1[C:12]#[N:13])[C:2]1[CH:7]=[CH:6][CH:5]=[CH:4][CH:3]=1.Cl[C:19](=[O:26])[CH2:20][C:21]([O:23][CH2:24][CH3:25])=[O:22]. (7) Given the product [Br:1][C:2]1[CH:9]=[CH:8][CH:7]=[CH:6][C:3]=1[CH2:4][O:19][C:13]1[CH:14]=[CH:15][C:16]([Cl:18])=[CH:17][C:12]=1[C:10]#[N:11], predict the reactants needed to synthesize it. The reactants are: [Br:1][C:2]1[CH:9]=[CH:8][CH:7]=[CH:6][C:3]=1[CH2:4]Br.[C:10]([C:12]1[CH:17]=[C:16]([Cl:18])[CH:15]=[CH:14][C:13]=1[OH:19])#[N:11].[H-].[Na+]. (8) Given the product [Br:1][C:2]1[C:10]2[C:5](=[N:6][CH:7]=[CH:8][CH:9]=2)[N:4]([S:19]([C:13]2[CH:18]=[CH:17][CH:16]=[CH:15][CH:14]=2)(=[O:21])=[O:20])[CH:3]=1, predict the reactants needed to synthesize it. The reactants are: [Br:1][C:2]1[C:10]2[C:5](=[N:6][CH:7]=[CH:8][CH:9]=2)[NH:4][CH:3]=1.[H-].[Na+].[C:13]1([S:19](Cl)(=[O:21])=[O:20])[CH:18]=[CH:17][CH:16]=[CH:15][CH:14]=1. (9) Given the product [Cl:35][CH2:36][C:37]1[CH:38]=[CH:39][C:40]([C:43]([N:45]=[C:46]=[S:47])=[O:44])=[CH:41][CH:42]=1.[Cl:35][CH2:36][C:37]1[CH:38]=[CH:39][C:40]([C:43]([NH:45][C:46]([NH:31][C:30]2[CH:32]=[CH:33][C:27]([O:26][C:17]3[C:16]4[C:21](=[CH:22][C:23]([O:24][CH3:25])=[C:14]([O:13][CH3:12])[CH:15]=4)[N:20]=[CH:19][CH:18]=3)=[CH:28][C:29]=2[F:34])=[S:47])=[O:44])=[CH:41][CH:42]=1, predict the reactants needed to synthesize it. The reactants are: ClCC1C=CC(C(Cl)=O)=CC=1.[CH3:12][O:13][C:14]1[CH:15]=[C:16]2[C:21](=[CH:22][C:23]=1[O:24][CH3:25])[N:20]=[CH:19][CH:18]=[C:17]2[O:26][C:27]1[CH:33]=[CH:32][C:30]([NH2:31])=[C:29]([F:34])[CH:28]=1.[Cl:35][CH2:36][C:37]1[CH:42]=[CH:41][C:40]([C:43]([N:45]=[C:46]=[S:47])=[O:44])=[CH:39][CH:38]=1.